From a dataset of Reaction yield outcomes from USPTO patents with 853,638 reactions. Predict the reaction yield, written as a fraction of the theoretical maximum amount of product (1.0 means a 100% yield; for example, 0.34 means a 34% yield). The reactants are [C:1]([O:5][C:6]([N:8]1[CH2:13][CH2:12][CH:11]([C:14]2[CH:19]=[CH:18][C:17]([NH2:20])=[C:16](Br)[CH:15]=2)[CH2:10][CH2:9]1)=[O:7])([CH3:4])([CH3:3])[CH3:2].[C:22]1(B(O)O)[CH2:27][CH2:26][CH2:25][CH2:24][CH:23]=1.C([O-])([O-])=O.[Na+].[Na+].C(O)C. The catalyst is C1C=CC([P]([Pd]([P](C2C=CC=CC=2)(C2C=CC=CC=2)C2C=CC=CC=2)([P](C2C=CC=CC=2)(C2C=CC=CC=2)C2C=CC=CC=2)[P](C2C=CC=CC=2)(C2C=CC=CC=2)C2C=CC=CC=2)(C2C=CC=CC=2)C2C=CC=CC=2)=CC=1.CCOC(C)=O.C1(C)C=CC=CC=1. The product is [C:1]([O:5][C:6]([N:8]1[CH2:13][CH2:12][CH:11]([C:14]2[CH:19]=[CH:18][C:17]([NH2:20])=[C:16]([C:22]3[CH2:27][CH2:26][CH2:25][CH2:24][CH:23]=3)[CH:15]=2)[CH2:10][CH2:9]1)=[O:7])([CH3:4])([CH3:3])[CH3:2]. The yield is 0.850.